This data is from Catalyst prediction with 721,799 reactions and 888 catalyst types from USPTO. The task is: Predict which catalyst facilitates the given reaction. (1) Reactant: [C:1](=[O:4])([O-])[O-:2].[K+].[K+].O[C:8]1[CH:16]=[CH:15][C:11](C(O)=O)=[CH:10][C:9]=1[O:17][CH3:18].CN(C)[CH:21]=[O:22].Br[CH2:25][C:26]1[CH:31]=[CH:30][CH:29]=[CH:28][CH:27]=1. Product: [CH2:18]([O:17][C:9]1[CH:8]=[CH:16][C:15]([C:1]([O:2][CH2:25][C:26]2[CH:31]=[CH:30][CH:29]=[CH:28][CH:27]=2)=[O:4])=[CH:11][C:10]=1[O:22][CH3:21])[C:8]1[CH:16]=[CH:15][CH:11]=[CH:10][CH:9]=1. The catalyst class is: 170. (2) Reactant: S(OOS([O-])(=O)=O)([O-])(=O)=O.[NH4+].[NH4+].[OH-].[Na+].[F:15][C:16]([F:20])=[C:17]([F:19])[F:18].C(F)(F)=C.[F:25][C:26]([O:33][C:34]([F:41])=[C:35]([C:37]([F:40])([F:39])[F:38])[F:36])=[C:27]([F:32])[C:28]([F:31])([F:30])[F:29].[CH2:42]=[CH:43][C:44]([F:50])([F:49])[C:45]([Br:48])([F:47])[F:46]. Product: [F:25][C:26]([O:33][C:34]([F:41])=[C:35]([C:37]([F:38])([F:40])[F:39])[F:36])=[C:27]([F:32])[C:28]([F:31])([F:30])[F:29].[F:15][C:16]([F:20])=[C:17]([F:19])[F:18].[CH2:42]=[CH:43][C:44]([F:50])([F:49])[C:45]([Br:48])([F:47])[F:46]. The catalyst class is: 6. (3) Reactant: [Cl:1][C:2]1[CH:3]=[C:4]([CH:12]([CH2:25][CH:26]2[CH2:31][CH2:30][O:29][CH2:28][CH2:27]2)[C:13](=O)[CH2:14][CH2:15][C:16]([C:18]2[CH:23]=[CH:22][CH:21]=[CH:20][N:19]=2)=O)[CH:5]=[CH:6][C:7]=1[S:8]([CH3:11])(=[O:10])=[O:9].C([O-])(=O)C.[NH4+:36].C(=O)([O-])O.[Na+]. Product: [Cl:1][C:2]1[CH:3]=[C:4]([CH:12]([C:13]2[NH:36][C:16]([C:18]3[CH:23]=[CH:22][CH:21]=[CH:20][N:19]=3)=[CH:15][CH:14]=2)[CH2:25][CH:26]2[CH2:27][CH2:28][O:29][CH2:30][CH2:31]2)[CH:5]=[CH:6][C:7]=1[S:8]([CH3:11])(=[O:9])=[O:10]. The catalyst class is: 342.